This data is from Full USPTO retrosynthesis dataset with 1.9M reactions from patents (1976-2016). The task is: Predict the reactants needed to synthesize the given product. (1) Given the product [Cl:1][C:2]1[CH:7]=[CH:6][C:5]([C:8]2[C:17]3[C:12](=[CH:13][CH:14]=[C:15]([C:18]([NH2:23])=[O:20])[CH:16]=3)[CH:11]=[N:10][CH:9]=2)=[CH:4][CH:3]=1, predict the reactants needed to synthesize it. The reactants are: [Cl:1][C:2]1[CH:7]=[CH:6][C:5]([C:8]2[C:17]3[C:12](=[CH:13][CH:14]=[C:15]([C:18]([OH:20])=O)[CH:16]=3)[CH:11]=[N:10][CH:9]=2)=[CH:4][CH:3]=1.C(N1C=CN=C1)([N:23]1C=CN=C1)=O.N.CO. (2) Given the product [NH:1]([C:13]([O:15][CH2:16][CH:17]1[C:18]2[C:23](=[CH:22][CH:21]=[CH:20][CH:19]=2)[C:24]2[C:29]1=[CH:28][CH:27]=[CH:26][CH:25]=2)=[O:14])[C@H:2]([C:10]([NH:40][C@H:41]([C:48]([O:50][C:51]([CH3:54])([CH3:53])[CH3:52])=[O:49])[C:42]1[CH:47]=[CH:46][CH:45]=[CH:44][CH:43]=1)=[O:11])[CH2:3][S:4][CH2:5][NH:6][C:7]([CH3:9])=[O:8], predict the reactants needed to synthesize it. The reactants are: [NH:1]([C:13]([O:15][CH2:16][CH:17]1[C:29]2[C:24](=[CH:25][CH:26]=[CH:27][CH:28]=2)[C:23]2[C:18]1=[CH:19][CH:20]=[CH:21][CH:22]=2)=[O:14])[C@H:2]([C:10](O)=[O:11])[CH2:3][S:4][CH2:5][NH:6][C:7]([CH3:9])=[O:8].C1C=CC2N(O)N=NC=2C=1.[NH2:40][C@H:41]([C:48]([O:50][C:51]([CH3:54])([CH3:53])[CH3:52])=[O:49])[C:42]1[CH:47]=[CH:46][CH:45]=[CH:44][CH:43]=1.CC(C)N=C=NC(C)C. (3) Given the product [Cl:21][C:18]1[CH:19]=[C:14]([C:2]([F:1])([C:10]([F:13])([F:12])[F:11])[C:3]([F:9])([F:8])[C:4]([F:7])([F:6])[F:5])[CH:15]=[C:30]([Cl:31])[C:17]=1[NH2:20], predict the reactants needed to synthesize it. The reactants are: [F:1][C:2]([C:14]1[CH:19]=[CH:18][C:17]([NH2:20])=C[CH:15]=1)([C:10]([F:13])([F:12])[F:11])[C:3]([F:9])([F:8])[C:4]([F:7])([F:6])[F:5].[Cl:21]N1C(=O)CCC1=O.Cl[CH2:30][Cl:31]. (4) Given the product [O-:31][N+:20]1[CH:19]=[CH:18][C:17]([C:9]2[S:10][C:11]([C:12]([O:14][CH2:15][CH3:16])=[O:13])=[C:7]([C:1]3[CH:2]=[CH:3][CH:4]=[CH:5][CH:6]=3)[N:8]=2)=[CH:22][CH:21]=1, predict the reactants needed to synthesize it. The reactants are: [C:1]1([C:7]2[N:8]=[C:9]([C:17]3[CH:22]=[CH:21][N:20]=[CH:19][CH:18]=3)[S:10][C:11]=2[C:12]([O:14][CH2:15][CH3:16])=[O:13])[CH:6]=[CH:5][CH:4]=[CH:3][CH:2]=1.ClC1C=CC=C(C(OO)=[O:31])C=1.